Dataset: Catalyst prediction with 721,799 reactions and 888 catalyst types from USPTO. Task: Predict which catalyst facilitates the given reaction. (1) Reactant: [Br:1][C:2]1[CH:7]=[CH:6][C:5]([C@@H:8]2[CH2:12][CH2:11][C@H:10]([C@H:13]([O:20][Si:21]([C:24]([CH3:27])([CH3:26])[CH3:25])([CH3:23])[CH3:22])[C:14]3[CH:19]=[CH:18][CH:17]=[CH:16][CH:15]=3)[NH:9]2)=[CH:4][CH:3]=1.C(N(CC)C(C)C)(C)C.[O:37](C(OC(C)(C)C)=O)[C:38]([O:40][C:41]([CH3:44])([CH3:43])[CH3:42])=O. The catalyst class is: 124. Product: [Br:1][C:2]1[CH:7]=[CH:6][C:5]([C@@H:8]2[CH2:12][CH2:11][C@H:10]([C@H:13]([O:20][Si:21]([C:24]([CH3:27])([CH3:26])[CH3:25])([CH3:22])[CH3:23])[C:14]3[CH:15]=[CH:16][CH:17]=[CH:18][CH:19]=3)[N:9]2[C:38]([O:40][C:41]([CH3:44])([CH3:43])[CH3:42])=[O:37])=[CH:4][CH:3]=1. (2) Reactant: Cl.[C:2]([C:5]1[C:6]([CH:16]2[CH2:19][CH2:18][CH2:17]2)=[CH:7][C:8]([CH3:15])=[C:9]([CH:14]=1)[C:10]([O:12][CH3:13])=[O:11])(=[NH:4])[NH2:3].Br[CH2:21][C:22](=O)[CH2:23][CH3:24].C(=O)([O-])[O-].[K+].[K+]. Product: [CH:16]1([C:6]2[C:5]([C:2]3[NH:3][C:22]([CH2:23][CH3:24])=[CH:21][N:4]=3)=[CH:14][C:9]([C:10]([O:12][CH3:13])=[O:11])=[C:8]([CH3:15])[CH:7]=2)[CH2:17][CH2:18][CH2:19]1. The catalyst class is: 115.